This data is from Reaction yield outcomes from USPTO patents with 853,638 reactions. The task is: Predict the reaction yield, written as a fraction of the theoretical maximum amount of product (1.0 means a 100% yield; for example, 0.34 means a 34% yield). (1) The reactants are C(OC(=O)[NH:10][CH:11]([C:16]([N:18]1[CH:26]2[CH:21]([CH2:22][CH2:23][CH2:24][CH2:25]2)[CH2:20][CH:19]1[C:27](=[O:41])[NH:28][CH:29]([CH:33]([C:35](=[O:40])[NH:36][CH:37]1[CH2:39][CH2:38]1)[OH:34])[CH2:30][CH2:31][CH3:32])=[O:17])[C:12]([CH3:15])([CH3:14])[CH3:13])C1C=CC=CC=1.[H][H]. The catalyst is CCO.[Pd]. The product is [CH:37]1([NH:36][C:35]([CH:33]([OH:34])[CH:29]([NH:28][C:27]([CH:19]2[CH2:20][CH:21]3[CH:26]([CH2:25][CH2:24][CH2:23][CH2:22]3)[N:18]2[C:16](=[O:17])[CH:11]([NH2:10])[C:12]([CH3:14])([CH3:13])[CH3:15])=[O:41])[CH2:30][CH2:31][CH3:32])=[O:40])[CH2:38][CH2:39]1. The yield is 1.00. (2) The reactants are [CH2:1]([N:8]1[C@@H:15]([CH2:16][O:17][Si](C(C)(C)C)(C)C)[CH2:14][N:13]([C:25]([O:27][C:28]([CH3:31])([CH3:30])[CH3:29])=[O:26])[CH2:12][C:9]21[CH2:11][CH2:10]2)[C:2]1[CH:7]=[CH:6][CH:5]=[CH:4][CH:3]=1.CCCC[N+](CCCC)(CCCC)CCCC.[F-]. The catalyst is C1COCC1.C(Cl)Cl. The product is [CH2:1]([N:8]1[C@@H:15]([CH2:16][OH:17])[CH2:14][N:13]([C:25]([O:27][C:28]([CH3:31])([CH3:30])[CH3:29])=[O:26])[CH2:12][C:9]21[CH2:11][CH2:10]2)[C:2]1[CH:7]=[CH:6][CH:5]=[CH:4][CH:3]=1. The yield is 0.990.